From a dataset of Catalyst prediction with 721,799 reactions and 888 catalyst types from USPTO. Predict which catalyst facilitates the given reaction. (1) Reactant: [F:1][C:2]1[CH:10]=[C:9]2[C:5]([C:6]([C:11]3[CH2:12][CH2:13][NH:14][CH2:15][CH:16]=3)=[CH:7][NH:8]2)=[CH:4][CH:3]=1.CS(O[CH2:22][CH2:23][CH:24]1[C:29]2[CH:30]=[CH:31][C:32]([Br:34])=[CH:33][C:28]=2[CH2:27][CH2:26][O:25]1)(=O)=O.C(=O)([O-])[O-].[K+].[K+].[I-].[K+]. Product: [Br:34][C:32]1[CH:31]=[CH:30][C:29]2[CH:24]([CH2:23][CH2:22][N:14]3[CH2:13][CH:12]=[C:11]([C:6]4[C:5]5[C:9](=[CH:10][C:2]([F:1])=[CH:3][CH:4]=5)[NH:8][CH:7]=4)[CH2:16][CH2:15]3)[O:25][CH2:26][CH2:27][C:28]=2[CH:33]=1. The catalyst class is: 47. (2) Reactant: [CH:1]1([CH:4]([C:10]2[CH:11]=[C:12]([CH:32]=[CH:33][CH:34]=2)[O:13][CH2:14][CH:15]2[CH2:20][CH2:19][N:18]([C:21]3[CH:29]=[C:28]([O:30][CH3:31])[CH:27]=[CH:26][C:22]=3[C:23](O)=[O:24])[CH2:17][CH2:16]2)[CH2:5][C:6]([O:8]C)=[O:7])[CH2:3][CH2:2]1.[CH:35]1([CH2:42][NH2:43])[CH2:41][CH2:40][CH2:39][CH2:38][CH2:37][CH2:36]1.C(N(C(C)C)C(C)C)C.F[P-](F)(F)(F)(F)F.N1(OC(N(C)C)=[N+](C)C)C2N=CC=CC=2N=N1.C(=O)([O-])O.[Na+]. Product: [CH:35]1([CH2:42][NH:43][C:23]([C:22]2[CH:26]=[CH:27][C:28]([O:30][CH3:31])=[CH:29][C:21]=2[N:18]2[CH2:19][CH2:20][CH:15]([CH2:14][O:13][C:12]3[CH:11]=[C:10]([CH:4]([CH:1]4[CH2:3][CH2:2]4)[CH2:5][C:6]([OH:8])=[O:7])[CH:34]=[CH:33][CH:32]=3)[CH2:16][CH2:17]2)=[O:24])[CH2:41][CH2:40][CH2:39][CH2:38][CH2:37][CH2:36]1. The catalyst class is: 39. (3) Reactant: Cl[C:2]1[C:11]2[C:6](=[CH:7][C:8]([O:14][CH2:15][CH2:16][CH2:17][N:18]3[CH2:22][CH2:21][CH2:20][CH2:19]3)=[C:9]([C:12]#[N:13])[CH:10]=2)[N:5]=[CH:4][CH:3]=1.C(=O)([O-])[O-].[K+].[K+].[CH3:29][C:30]1[C:38]2[C:33](=[CH:34][CH:35]=[C:36]([OH:39])[CH:37]=2)[NH:32][CH:31]=1. Product: [C:12]([C:9]1[CH:10]=[C:11]2[C:6](=[CH:7][C:8]=1[O:14][CH2:15][CH2:16][CH2:17][N:18]1[CH2:22][CH2:21][CH2:20][CH2:19]1)[N:5]=[CH:4][CH:3]=[C:2]2[O:39][C:36]1[CH:37]=[C:38]2[C:33](=[CH:34][CH:35]=1)[NH:32][CH:31]=[C:30]2[CH3:29])#[N:13]. The catalyst class is: 3. (4) Reactant: B.O1CCCC1.[C:7]([O:11][C:12]([N:14]1[CH2:19][CH2:18][CH:17]([C:20](O)=[O:21])[CH2:16][CH2:15]1)=[O:13])([CH3:10])([CH3:9])[CH3:8].C(=O)([O-])O.[Na+].O. Product: [OH:21][CH2:20][CH:17]1[CH2:18][CH2:19][N:14]([C:12]([O:11][C:7]([CH3:10])([CH3:9])[CH3:8])=[O:13])[CH2:15][CH2:16]1. The catalyst class is: 7. (5) Reactant: [CH2:1]([O:3][C:4]1[CH:5]=[C:6]([C:13](=[O:44])[CH2:14][CH2:15][C:16]([NH:18][C:19]2[CH:28]=[C:27]([C:29]3[CH:34]=[CH:33][CH:32]=[CH:31][CH:30]=3)[C:26]3[C:21](=[CH:22][C:23](/[CH:35]=[CH:36]/[C:37]([O:39][C:40]([CH3:43])([CH3:42])[CH3:41])=[O:38])=[CH:24][CH:25]=3)[N:20]=2)=[O:17])[CH:7]=[CH:8][C:9]=1[O:10][CH2:11][CH3:12])[CH3:2]. Product: [CH2:1]([O:3][C:4]1[CH:5]=[C:6]([C:13](=[O:44])[CH2:14][CH2:15][C:16]([NH:18][C:19]2[CH:28]=[C:27]([C:29]3[CH:34]=[CH:33][CH:32]=[CH:31][CH:30]=3)[C:26]3[C:21](=[CH:22][C:23]([CH2:35][CH2:36][C:37]([O:39][C:40]([CH3:41])([CH3:43])[CH3:42])=[O:38])=[CH:24][CH:25]=3)[N:20]=2)=[O:17])[CH:7]=[CH:8][C:9]=1[O:10][CH2:11][CH3:12])[CH3:2]. The catalyst class is: 586.